From a dataset of NCI-60 drug combinations with 297,098 pairs across 59 cell lines. Regression. Given two drug SMILES strings and cell line genomic features, predict the synergy score measuring deviation from expected non-interaction effect. (1) Drug 1: CC1=CC2C(CCC3(C2CCC3(C(=O)C)OC(=O)C)C)C4(C1=CC(=O)CC4)C. Drug 2: C1CCC(C(C1)N)N.C(=O)(C(=O)[O-])[O-].[Pt+4]. Cell line: CAKI-1. Synergy scores: CSS=8.23, Synergy_ZIP=-6.03, Synergy_Bliss=-5.26, Synergy_Loewe=-26.7, Synergy_HSA=-8.61. (2) Drug 1: C1=NC2=C(N=C(N=C2N1C3C(C(C(O3)CO)O)O)F)N. Drug 2: C1CN1C2=NC(=NC(=N2)N3CC3)N4CC4. Cell line: SN12C. Synergy scores: CSS=47.0, Synergy_ZIP=-5.41, Synergy_Bliss=-3.00, Synergy_Loewe=-6.68, Synergy_HSA=0.383. (3) Drug 1: C1=NC2=C(N1)C(=S)N=C(N2)N. Drug 2: CC1=CC=C(C=C1)C2=CC(=NN2C3=CC=C(C=C3)S(=O)(=O)N)C(F)(F)F. Cell line: SW-620. Synergy scores: CSS=16.5, Synergy_ZIP=2.03, Synergy_Bliss=3.26, Synergy_Loewe=-0.941, Synergy_HSA=3.34. (4) Drug 1: C1=C(C(=O)NC(=O)N1)F. Drug 2: CC(C1=C(C=CC(=C1Cl)F)Cl)OC2=C(N=CC(=C2)C3=CN(N=C3)C4CCNCC4)N. Cell line: HCC-2998. Synergy scores: CSS=19.0, Synergy_ZIP=-8.20, Synergy_Bliss=-14.7, Synergy_Loewe=-13.2, Synergy_HSA=-13.0. (5) Drug 1: C1CC2CC3=C(CC1C24CN(S(=O)(=O)N4)CC(F)(F)F)C=CC(=C3)C=CCN5CCC(CC5)C(F)(F)F. Drug 2: CNC(=O)C1=NC=CC(=C1)OC2=CC=C(C=C2)NC(=O)NC3=CC(=C(C=C3)Cl)C(F)(F)F. Cell line: UACC62. Synergy scores: CSS=65.7, Synergy_ZIP=4.67, Synergy_Bliss=8.07, Synergy_Loewe=4.36, Synergy_HSA=11.3. (6) Drug 1: C1=NC2=C(N1)C(=S)N=C(N2)N. Drug 2: CCN(CC)CCCC(C)NC1=C2C=C(C=CC2=NC3=C1C=CC(=C3)Cl)OC. Cell line: COLO 205. Synergy scores: CSS=44.5, Synergy_ZIP=1.12, Synergy_Bliss=-0.841, Synergy_Loewe=-6.45, Synergy_HSA=2.52.